This data is from Reaction yield outcomes from USPTO patents with 853,638 reactions. The task is: Predict the reaction yield, written as a fraction of the theoretical maximum amount of product (1.0 means a 100% yield; for example, 0.34 means a 34% yield). The reactants are [Cl:1][C:2]1[C:3]([F:24])=[C:4]([CH:13]2[CH2:16][N:15]([C:17]([O:19][C:20]([CH3:23])([CH3:22])[CH3:21])=[O:18])[CH2:14]2)[C:5]([O:11][CH3:12])=[C:6]([CH:8](Cl)[CH3:9])[CH:7]=1.[I:25][C:26]1[C:34]2[C:29](=[N:30][CH:31]=[N:32][C:33]=2[NH2:35])[NH:28][N:27]=1.[I-].[K+].C(=O)([O-])[O-].[Cs+].[Cs+]. The catalyst is CN(C)C=O.O.CCOC(C)=O. The product is [NH2:35][C:33]1[N:32]=[CH:31][N:30]=[C:29]2[N:28]([CH:8]([C:6]3[C:5]([O:11][CH3:12])=[C:4]([CH:13]4[CH2:16][N:15]([C:17]([O:19][C:20]([CH3:23])([CH3:22])[CH3:21])=[O:18])[CH2:14]4)[C:3]([F:24])=[C:2]([Cl:1])[CH:7]=3)[CH3:9])[N:27]=[C:26]([I:25])[C:34]=12. The yield is 0.450.